This data is from Merck oncology drug combination screen with 23,052 pairs across 39 cell lines. The task is: Regression. Given two drug SMILES strings and cell line genomic features, predict the synergy score measuring deviation from expected non-interaction effect. (1) Synergy scores: synergy=-1.04. Drug 2: O=C(NOCC(O)CO)c1ccc(F)c(F)c1Nc1ccc(I)cc1F. Drug 1: O=C(CCCCCCC(=O)Nc1ccccc1)NO. Cell line: NCIH1650. (2) Drug 1: COc1cc(C2c3cc4c(cc3C(OC3OC5COC(C)OC5C(O)C3O)C3COC(=O)C23)OCO4)cc(OC)c1O. Drug 2: COC1CC2CCC(C)C(O)(O2)C(=O)C(=O)N2CCCCC2C(=O)OC(C(C)CC2CCC(OP(C)(C)=O)C(OC)C2)CC(=O)C(C)C=C(C)C(O)C(OC)C(=O)C(C)CC(C)C=CC=CC=C1C. Cell line: A2058. Synergy scores: synergy=-4.10. (3) Drug 1: CS(=O)(=O)CCNCc1ccc(-c2ccc3ncnc(Nc4ccc(OCc5cccc(F)c5)c(Cl)c4)c3c2)o1. Drug 2: NC1(c2ccc(-c3nc4ccn5c(=O)[nH]nc5c4cc3-c3ccccc3)cc2)CCC1. Cell line: SKOV3. Synergy scores: synergy=51.9. (4) Synergy scores: synergy=7.34. Drug 1: Cn1nnc2c(C(N)=O)ncn2c1=O. Cell line: NCIH520. Drug 2: C=CCn1c(=O)c2cnc(Nc3ccc(N4CCN(C)CC4)cc3)nc2n1-c1cccc(C(C)(C)O)n1.